From a dataset of Forward reaction prediction with 1.9M reactions from USPTO patents (1976-2016). Predict the product of the given reaction. (1) The product is: [CH2:24]([O:16][C:15](=[O:17])[C@H:14]([OH:18])[CH2:13][CH2:12][NH:11][C:9]([O:8][CH2:1][C:2]1[CH:3]=[CH:4][CH:5]=[CH:6][CH:7]=1)=[O:10])[CH3:25]. Given the reactants [CH2:1]([O:8][C:9]([NH:11][CH2:12][CH2:13][C@@H:14]([OH:18])[C:15]([OH:17])=[O:16])=[O:10])[C:2]1[CH:7]=[CH:6][CH:5]=[CH:4][CH:3]=1.S(=O)(=O)(O)O.[CH3:24][CH2:25]O, predict the reaction product. (2) Given the reactants Cl.[O:2]=[C:3]1[NH:12][C:11]2[N:10]=[CH:9][C:8](/[CH:13]=[CH:14]/[C:15]([OH:17])=O)=[CH:7][C:6]=2[CH2:5][CH2:4]1.Cl.[CH2:19]([O:26][CH:27]1[CH2:30][NH:29][CH2:28]1)[C:20]1[CH:25]=[CH:24][CH:23]=[CH:22][CH:21]=1.CCN(C(C)C)C(C)C.CCN=C=NCCCN(C)C, predict the reaction product. The product is: [CH2:19]([O:26][CH:27]1[CH2:28][N:29]([C:15](=[O:17])/[CH:14]=[CH:13]/[C:8]2[CH:7]=[C:6]3[C:11](=[N:10][CH:9]=2)[NH:12][C:3](=[O:2])[CH2:4][CH2:5]3)[CH2:30]1)[C:20]1[CH:21]=[CH:22][CH:23]=[CH:24][CH:25]=1. (3) Given the reactants [CH3:1][Mg]Br.Cl[C:5]1[CH:10]=[C:9]([Cl:11])[N:8]=[C:7]([CH3:12])[N:6]=1.[NH4+].[Cl-], predict the reaction product. The product is: [Cl:11][C:9]1[CH:10]=[C:5]([CH3:1])[N:6]=[C:7]([CH3:12])[N:8]=1.